This data is from Forward reaction prediction with 1.9M reactions from USPTO patents (1976-2016). The task is: Predict the product of the given reaction. (1) Given the reactants [CH3:1][C:2]1([C:6]([OH:8])=[O:7])[CH2:5][O:4][CH2:3]1.C([O-])([O-])=O.[K+].[K+].[CH2:15](Br)[C:16]1[CH:21]=[CH:20][CH:19]=[CH:18][CH:17]=1, predict the reaction product. The product is: [CH3:1][C:2]1([C:6]([O:8][CH2:15][C:16]2[CH:21]=[CH:20][CH:19]=[CH:18][CH:17]=2)=[O:7])[CH2:5][O:4][CH2:3]1. (2) Given the reactants [CH2:1]([N:3]1[C:7]([C:8]([OH:10])=O)=[CH:6][CH:5]=[N:4]1)[CH3:2].O1CCCC1.C(Cl)(=O)C(Cl)=O.[NH2:22][C:23]1[CH:24]=[C:25]([CH:42]=[CH:43][C:44]=1[CH3:45])[O:26][C:27]1[CH:28]=[CH:29][C:30]2[N:31]([CH:33]=[C:34]([NH:36][C:37]([CH:39]3[CH2:41][CH2:40]3)=[O:38])[N:35]=2)[N:32]=1, predict the reaction product. The product is: [CH:39]1([C:37]([NH:36][C:34]2[N:35]=[C:30]3[CH:29]=[CH:28][C:27]([O:26][C:25]4[CH:42]=[CH:43][C:44]([CH3:45])=[C:23]([NH:22][C:8]([C:7]5[N:3]([CH2:1][CH3:2])[N:4]=[CH:5][CH:6]=5)=[O:10])[CH:24]=4)=[N:32][N:31]3[CH:33]=2)=[O:38])[CH2:40][CH2:41]1. (3) Given the reactants [OH-].[Na+].[C:3]([C:5]1[CH:6]=[C:7]([C:15]2[O:19][N:18]=[C:17]([C:20]3[C:21]([CH2:34][CH3:35])=[C:22]([CH2:26][CH2:27][CH2:28][C:29]([O:31]CC)=[O:30])[CH:23]=[CH:24][CH:25]=3)[N:16]=2)[CH:8]=[CH:9][C:10]=1[O:11][CH:12]([CH3:14])[CH3:13])#[N:4].Cl, predict the reaction product. The product is: [C:3]([C:5]1[CH:6]=[C:7]([C:15]2[O:19][N:18]=[C:17]([C:20]3[C:21]([CH2:34][CH3:35])=[C:22]([CH2:26][CH2:27][CH2:28][C:29]([OH:31])=[O:30])[CH:23]=[CH:24][CH:25]=3)[N:16]=2)[CH:8]=[CH:9][C:10]=1[O:11][CH:12]([CH3:14])[CH3:13])#[N:4]. (4) Given the reactants [Cl:1][C:2]1[N:10]=[CH:9][N:8]=[C:7]2[C:3]=1[N:4]=[C:5](I)[N:6]2[CH2:11][CH3:12].[CH3:14][C:15]1[N:20]=[CH:19][C:18](B(O)O)=[CH:17][N:16]=1.C(=O)([O-])[O-].[K+].[K+], predict the reaction product. The product is: [Cl:1][C:2]1[N:10]=[CH:9][N:8]=[C:7]2[C:3]=1[N:4]=[C:5]([C:18]1[CH:17]=[N:16][C:15]([CH3:14])=[N:20][CH:19]=1)[N:6]2[CH2:11][CH3:12]. (5) Given the reactants CCN(C(C)C)C(C)C.[NH2:10][CH:11]1[CH2:16][CH2:15][N:14]([C:17](=[O:47])[CH2:18][N:19]2[CH:23]=[C:22]([NH:24][C:25]([C:27]3[CH:28]=[N:29][N:30]4[CH:35]=[CH:34][CH:33]=[N:32][C:31]=34)=[O:26])[C:21]([C:36]3[CH:41]=[C:40]([Cl:42])[CH:39]=[CH:38][C:37]=3[O:43][CH:44]([F:46])[F:45])=[N:20]2)[CH2:13][CH2:12]1.FC(F)(F)S(O[CH2:54][CH:55]1[CH2:59][CH2:58][C:57](=[O:60])[O:56]1)(=O)=O, predict the reaction product. The product is: [CH:57]([OH:60])=[O:56].[Cl:42][C:40]1[CH:39]=[CH:38][C:37]([O:43][CH:44]([F:45])[F:46])=[C:36]([C:21]2[C:22]([NH:24][C:25]([C:27]3[CH:28]=[N:29][N:30]4[CH:35]=[CH:34][CH:33]=[N:32][C:31]=34)=[O:26])=[CH:23][N:19]([CH2:18][C:17]([N:14]3[CH2:15][CH2:16][CH:11]([N:10]4[CH2:54][CH:55]([OH:56])[CH2:59][CH2:58][C:57]4=[O:60])[CH2:12][CH2:13]3)=[O:47])[N:20]=2)[CH:41]=1. (6) Given the reactants [NH2:1][C:2]1[CH:7]=[CH:6][C:5]([C:8]2[C:16]3[C:11](=[CH:12][N:13]=[CH:14][CH:15]=3)[NH:10][C:9]=2[C:17]([NH2:19])=[O:18])=[CH:4][CH:3]=1.[F:20][C:21]1[CH:26]=[CH:25][C:24]([C:27]([F:30])([F:29])[F:28])=[CH:23][C:22]=1[N:31]=[C:32]=[O:33], predict the reaction product. The product is: [F:20][C:21]1[CH:26]=[CH:25][C:24]([C:27]([F:30])([F:29])[F:28])=[CH:23][C:22]=1[NH:31][C:32](=[O:33])[NH:1][C:2]1[CH:3]=[CH:4][C:5]([C:8]2[C:16]3[C:11](=[CH:12][N:13]=[CH:14][CH:15]=3)[NH:10][C:9]=2[C:17]([NH2:19])=[O:18])=[CH:6][CH:7]=1. (7) Given the reactants [CH3:1][CH2:2][C@@H:3]([C@@H:5]1[NH:29][C:27](=[O:28])[C@@H:26]([CH2:30][C:31]2[CH:32]=[CH:33][C:34]([O:37][CH2:38][CH3:39])=[CH:35][CH:36]=2)[NH:25][C:23](=[O:24])[CH2:22][CH2:21][S:20][S:19][CH2:18][C@@H:17]([C:40]([N:42]2[C@H:46]([C:47]([NH:49][C@H:50]([C:55]([NH:57][CH2:58][C:59]([NH2:61])=[O:60])=[O:56])[CH2:51][CH2:52][CH2:53][NH2:54])=[O:48])[CH2:45][CH2:44][CH2:43]2)=[O:41])[NH:16][C:14](=[O:15])[C@H:13]([CH2:62][C:63]([NH2:65])=[O:64])[NH:12][C:10](=[O:11])[C@H:9]([C@H:66]([OH:68])[CH3:67])[NH:8][C:6]1=[O:7])[CH3:4].O.N.OO, predict the reaction product. The product is: [CH3:1][CH2:2][C@@H:3]([C@@H:5]1[NH:29][C:27](=[O:28])[C@@H:26]([CH2:30][C:31]2[CH:32]=[CH:33][C:34]([O:37][CH2:38][CH3:39])=[CH:35][CH:36]=2)[NH:25][C:23](=[O:24])[CH2:22][CH2:21][S:20][S:19][CH2:18][C@@H:17]([C:40]([N:42]2[C@H:46]([C:47]([NH:49][C@H:50]([C:55]([NH:57][CH2:58][C:59]([NH2:61])=[O:60])=[O:56])[CH2:51][CH2:52][CH2:53][NH2:54])=[O:48])[CH2:45][CH2:44][CH2:43]2)=[O:41])[NH:16][C:14](=[O:15])[C@H:13]([CH2:62][C:63]([NH2:65])=[O:64])[NH:12][C:10](=[O:11])[CH:9]([C@H:66]([OH:68])[CH3:67])[NH:8][C:6]1=[O:7])[CH3:4].